Dataset: Forward reaction prediction with 1.9M reactions from USPTO patents (1976-2016). Task: Predict the product of the given reaction. (1) The product is: [CH3:17][C:18]1[CH:23]=[CH:22][CH:21]=[C:20]2[C:19]=1[N:25]=[C:8]([C:10]1[CH:15]=[CH:14][CH:13]=[CH:12][CH:11]=1)[C:7]([C:1]1[CH:6]=[CH:5][CH:4]=[CH:3][CH:2]=1)=[N:24]2. Given the reactants [C:1]1([C:7](=O)[C:8]([C:10]2[CH:15]=[CH:14][CH:13]=[CH:12][CH:11]=2)=O)[CH:6]=[CH:5][CH:4]=[CH:3][CH:2]=1.[CH3:17][C:18]1[CH:23]=[CH:22][CH:21]=[C:20]([NH2:24])[C:19]=1[NH2:25].II, predict the reaction product. (2) Given the reactants [NH2:1][C:2]1[N:10]=[CH:9][N:8]=[C:7]2[C:3]=1[N:4]=[CH:5][N:6]2[C:11]1[CH:16]=[C:15]([Cl:17])[CH:14]=[CH:13][C:12]=1[OH:18].[H-].[Na+].COC1C=C(OC)C=CC=1C[N:26]([C:39]1[S:43][N:42]=[CH:41][N:40]=1)[S:27]([C:30]1[CH:35]=[C:34]([F:36])[C:33](F)=[CH:32][C:31]=1[F:38])(=[O:29])=[O:28], predict the reaction product. The product is: [NH2:1][C:2]1[N:10]=[CH:9][N:8]=[C:7]2[C:3]=1[N:4]=[CH:5][N:6]2[C:11]1[CH:16]=[C:15]([Cl:17])[CH:14]=[CH:13][C:12]=1[O:18][C:33]1[C:34]([F:36])=[CH:35][C:30]([S:27]([NH:26][C:39]2[S:43][N:42]=[CH:41][N:40]=2)(=[O:28])=[O:29])=[C:31]([F:38])[CH:32]=1. (3) Given the reactants [CH2:1]([O:5][CH2:6][CH2:7][O:8][C:9]1[CH:14]=[CH:13][C:12]([C:15]2[CH:16]=[CH:17][C:18]3[N:24]([C:25](=[O:30])[C:26]([F:29])([F:28])[F:27])[CH2:23][CH2:22][C:21]([C:31]([OH:33])=O)=[CH:20][C:19]=3[CH:34]=2)=[CH:11][CH:10]=1)[CH2:2][CH2:3][CH3:4].[NH2:35][C:36]1[CH:41]=[CH:40][C:39]([CH:42]([C:44]2[CH:49]=[C:48]([CH3:50])[CH:47]=[CH:46][N:45]=2)[OH:43])=[C:38]([C:51]([F:54])([F:53])[F:52])[CH:37]=1.ON1C2C=CC=CC=2N=N1.Cl.C(N=C=NCCCN(C)C)C, predict the reaction product. The product is: [CH2:1]([O:5][CH2:6][CH2:7][O:8][C:9]1[CH:10]=[CH:11][C:12]([C:15]2[CH:16]=[CH:17][C:18]3[N:24]([C:25](=[O:30])[C:26]([F:29])([F:28])[F:27])[CH2:23][CH2:22][C:21]([C:31]([NH:35][C:36]4[CH:41]=[CH:40][C:39]([CH:42]([OH:43])[C:44]5[CH:49]=[C:48]([CH3:50])[CH:47]=[CH:46][N:45]=5)=[C:38]([C:51]([F:54])([F:52])[F:53])[CH:37]=4)=[O:33])=[CH:20][C:19]=3[CH:34]=2)=[CH:13][CH:14]=1)[CH2:2][CH2:3][CH3:4]. (4) Given the reactants [CH2:1]([NH2:8])[C:2]1[CH:7]=[CH:6][CH:5]=[CH:4][CH:3]=1.[CH3:9][N:10]([CH:12]=O)C, predict the reaction product. The product is: [CH2:1]([NH:8][C:9]1[CH:4]=[CH:3][C:2]([C:1]#[N:8])=[CH:12][N:10]=1)[C:2]1[CH:7]=[CH:6][CH:5]=[CH:4][CH:3]=1. (5) Given the reactants [CH2:1]=[CH:2][C:3]1[CH:8]=[CH:7][CH:6]=[CH:5][CH:4]=1.[C:9](#[N:12])[CH:10]=[CH2:11].CC(N=NC(C#N)(C)C)(C#N)C.P([O-])([O-])([O-])=O.[Ca+2].[Ca+2].[Ca+2].P([O-])([O-])([O-])=O, predict the reaction product. The product is: [CH2:11]=[CH:10][C:9]#[N:12].[CH2:1]=[CH:2][C:3]1[CH:8]=[CH:7][CH:6]=[CH:5][CH:4]=1. (6) Given the reactants [CH3:1][C:2]1([CH3:23])[O:6][CH:5]([CH:7]([CH2:20][S:21][CH3:22])[CH2:8][NH:9][C:10](=O)OCC2C=CC=CC=2)[CH2:4][O:3]1.[H-].[Na+].CI.[OH-].[K+], predict the reaction product. The product is: [NH3:9].[CH3:2][OH:3].[CH3:1][C:2]1([CH3:23])[O:6][CH:5]([CH:7]([CH2:20][S:21][CH3:22])[CH2:8][NH:9][CH3:10])[CH2:4][O:3]1. (7) Given the reactants [OH:1][C@@H:2]([CH3:25])[CH2:3][N:4]1[C:12]2[C:7](=[CH:8][CH:9]=[CH:10][CH:11]=2)[C:6]2([CH2:16][O:15][C:14]3[CH:17]=[C:18]4[C:22](=[CH:23][C:13]2=3)[CH2:21][CH2:20][O:19]4)[C:5]1=[O:24].[H-].[Na+].[CH2:28](Br)[C:29]1[CH:34]=[CH:33][CH:32]=[CH:31][CH:30]=1, predict the reaction product. The product is: [CH2:28]([O:1][C@@H:2]([CH3:25])[CH2:3][N:4]1[C:12]2[C:7](=[CH:8][CH:9]=[CH:10][CH:11]=2)[C:6]2([CH2:16][O:15][C:14]3[CH:17]=[C:18]4[C:22](=[CH:23][C:13]2=3)[CH2:21][CH2:20][O:19]4)[C:5]1=[O:24])[C:29]1[CH:34]=[CH:33][CH:32]=[CH:31][CH:30]=1.